This data is from Merck oncology drug combination screen with 23,052 pairs across 39 cell lines. The task is: Regression. Given two drug SMILES strings and cell line genomic features, predict the synergy score measuring deviation from expected non-interaction effect. (1) Drug 1: O=S1(=O)NC2(CN1CC(F)(F)F)C1CCC2Cc2cc(C=CCN3CCC(C(F)(F)F)CC3)ccc2C1. Drug 2: CCC1(O)C(=O)OCc2c1cc1n(c2=O)Cc2cc3c(CN(C)C)c(O)ccc3nc2-1. Cell line: LOVO. Synergy scores: synergy=17.2. (2) Drug 2: NC1(c2ccc(-c3nc4ccn5c(=O)[nH]nc5c4cc3-c3ccccc3)cc2)CCC1. Synergy scores: synergy=28.9. Drug 1: COc1cc(C2c3cc4c(cc3C(OC3OC5COC(C)OC5C(O)C3O)C3COC(=O)C23)OCO4)cc(OC)c1O. Cell line: LNCAP. (3) Drug 1: NC(=O)c1cccc2cn(-c3ccc(C4CCCNC4)cc3)nc12. Drug 2: CCc1cnn2c(NCc3ccc[n+]([O-])c3)cc(N3CCCCC3CCO)nc12. Cell line: OCUBM. Synergy scores: synergy=-0.464.